Dataset: Catalyst prediction with 721,799 reactions and 888 catalyst types from USPTO. Task: Predict which catalyst facilitates the given reaction. (1) Product: [S:38]1[C:39]2[CH:45]=[CH:44][CH:43]=[CH:42][C:40]=2[N:41]=[C:37]1[NH:36][C:35]([C:28]1[CH:29]=[CH:30][CH:31]=[C:32]2[C:27]=1[CH2:26][N:25]([C:22]1[N:21]=[C:20]([C:47]([OH:49])=[O:48])[C:19]([C:17]3[CH:16]=[N:15][N:14]([CH:1]([C:8]4[CH:13]=[CH:12][CH:11]=[CH:10][CH:9]=4)[C:2]4[CH:3]=[CH:4][CH:5]=[CH:6][CH:7]=4)[CH:18]=3)=[CH:24][CH:23]=1)[CH2:34][CH2:33]2)=[O:46]. Reactant: [CH:1]([N:14]1[CH:18]=[C:17]([C:19]2[C:20]([C:47]([O:49]C(C)(C)C)=[O:48])=[N:21][C:22]([N:25]3[CH2:34][CH2:33][C:32]4[C:27](=[C:28]([C:35](=[O:46])[NH:36][C:37]5[S:38][C:39]6[CH:45]=[CH:44][CH:43]=[CH:42][C:40]=6[N:41]=5)[CH:29]=[CH:30][CH:31]=4)[CH2:26]3)=[CH:23][CH:24]=2)[CH:16]=[N:15]1)([C:8]1[CH:13]=[CH:12][CH:11]=[CH:10][CH:9]=1)[C:2]1[CH:7]=[CH:6][CH:5]=[CH:4][CH:3]=1.[OH-].[Li+]. The catalyst class is: 83. (2) Reactant: [NH:1]1[C:5]2[CH:6]=[CH:7][C:8]([CH:10]=O)=[CH:9][C:4]=2[N:3]=[CH:2]1.[NH2:12][OH:13].O.O.O.C([O-])(=O)C.[Na+].C(OCC)(=O)C. Product: [NH:1]1[C:5]2[CH:6]=[CH:7][C:8]([CH:10]=[N:12][OH:13])=[CH:9][C:4]=2[N:3]=[CH:2]1. The catalyst class is: 5. (3) Reactant: [CH2:1]([NH:3][C:4]1[C:17]2[C:16](=[O:18])[N:15]([C:19]3[CH:20]=[C:21]([C:25]4[O:29][C:28](=[O:30])[N:27]([CH3:31])[N:26]=4)[CH:22]=[CH:23][CH:24]=3)[CH2:14][C@H:13]3[N:9]([CH2:10][CH2:11][CH2:12]3)[C:8]=2[N:7]=[C:6](S(C)(=O)=O)[N:5]=1)[CH3:2].[CH2:36]([NH2:38])[CH3:37].C1COCC1. Product: [CH2:1]([NH:3][C:4]1[C:17]2[C:16](=[O:18])[N:15]([C:19]3[CH:20]=[C:21]([C:25]4[O:29][C:28](=[O:30])[N:27]([CH3:31])[N:26]=4)[CH:22]=[CH:23][CH:24]=3)[CH2:14][C@H:13]3[N:9]([CH2:10][CH2:11][CH2:12]3)[C:8]=2[N:7]=[C:6]([NH:38][CH2:36][CH3:37])[N:5]=1)[CH3:2]. The catalyst class is: 1. (4) Reactant: [Br:1][C:2]1[CH:11]=[C:10]2[C:5]([C:6](=[O:21])[N:7]3[CH2:20][CH2:19][C:14]4(OCC[O:15]4)[CH2:13][CH2:12][C:8]3=[N:9]2)=[CH:4][CH:3]=1.Cl. Product: [Br:1][C:2]1[CH:11]=[C:10]2[C:5]([C:6](=[O:21])[N:7]3[CH2:20][CH2:19][C:14](=[O:15])[CH2:13][CH2:12][C:8]3=[N:9]2)=[CH:4][CH:3]=1. The catalyst class is: 1. (5) Reactant: [CH3:1][C:2]1([CH3:15])[CH2:11][CH2:10][C:9]([CH3:13])([CH3:12])[C:8]2[CH:7]=[C:6]([NH2:14])[CH:5]=[CH:4][C:3]1=2.[CH2:16]([Li])[CH2:17][CH2:18][CH3:19].[Cl-].[Na+]. Product: [CH2:16]([NH:14][C:6]1[CH:5]=[CH:4][C:3]2[C:2]([CH3:15])([CH3:1])[CH2:11][CH2:10][C:9]([CH3:13])([CH3:12])[C:8]=2[CH:7]=1)[CH2:17][CH2:18][CH3:19]. The catalyst class is: 7. (6) Reactant: [CH3:1][C:2]1[C:3]([C:7]([OH:9])=O)=[CH:4][NH:5][CH:6]=1.Cl.[CH2:11]([O:13][C:14](=[O:18])[CH2:15][CH2:16][NH2:17])[CH3:12].C(N(CC)CC)C.Cl.C(N=C=NCCCN(C)C)C. Product: [CH3:1][C:2]1[C:3]([C:7]([NH:17][CH2:16][CH2:15][C:14]([O:13][CH2:11][CH3:12])=[O:18])=[O:9])=[CH:4][NH:5][CH:6]=1. The catalyst class is: 2.